Dataset: Reaction yield outcomes from USPTO patents with 853,638 reactions. Task: Predict the reaction yield, written as a fraction of the theoretical maximum amount of product (1.0 means a 100% yield; for example, 0.34 means a 34% yield). (1) The reactants are [I:1][C:2]1[CH:9]=[C:6]([CH:7]=O)[C:5]([OH:10])=[CH:4][CH:3]=1.CC1(C)O[C:17](=[O:18])[CH2:16][C:14](=[O:15])[O:13]1. The catalyst is O. The product is [I:1][C:2]1[CH:9]=[C:6]2[C:5](=[CH:4][CH:3]=1)[O:10][C:17](=[O:18])[C:16]([C:14]([OH:15])=[O:13])=[CH:7]2. The yield is 0.690. (2) The reactants are C(OC([N:6]=[C:7]=[S:8])=O)C.C(O[C:12]([C:14]1[NH:15][CH:16]=[CH:17][C:18]=1[NH:19][CH2:20][C:21]1[CH:26]=[CH:25][CH:24]=[C:23]([O:27][CH2:28][CH3:29])[N:22]=1)=[O:13])C.CC[O-].[Na+].C(O)C. The catalyst is C(Cl)Cl. The product is [CH2:28]([O:27][C:23]1[N:22]=[C:21]([CH2:20][N:19]2[C:18]3[CH:17]=[CH:16][NH:15][C:14]=3[C:12](=[O:13])[NH:6][C:7]2=[S:8])[CH:26]=[CH:25][CH:24]=1)[CH3:29]. The yield is 0.150. (3) The reactants are [OH:1][C:2]1[CH:3]=[C:4]([C:8](=O)[CH2:9][C:10]2[CH:15]=[CH:14][CH:13]=[CH:12][CH:11]=2)[CH:5]=[CH:6][CH:7]=1.[CH2:17]([O:19][C:20]1[CH:21]=[C:22]([CH:25]=[C:26]([N+:29]([O-:31])=[O:30])[C:27]=1[OH:28])[CH:23]=O)[CH3:18].[NH2:32][C:33]([NH2:35])=[O:34].Cl. The catalyst is C(O)C. The product is [CH2:17]([O:19][C:20]1[CH:21]=[C:22]([CH:23]2[C:9]([C:10]3[CH:15]=[CH:14][CH:13]=[CH:12][CH:11]=3)=[C:8]([C:4]3[CH:5]=[CH:6][CH:7]=[C:2]([OH:1])[CH:3]=3)[NH:35][C:33](=[O:34])[NH:32]2)[CH:25]=[C:26]([N+:29]([O-:31])=[O:30])[C:27]=1[OH:28])[CH3:18]. The yield is 0.339.